Dataset: Forward reaction prediction with 1.9M reactions from USPTO patents (1976-2016). Task: Predict the product of the given reaction. (1) Given the reactants [OH:1][C:2]([CH3:38])([CH3:37])[CH2:3][C@@:4]1([C:31]2[CH:36]=[CH:35][CH:34]=[CH:33][CH:32]=2)[O:9][C:8](=[O:10])[N:7]([C@H:11]([C:13]2[CH:18]=[CH:17][C:16]([C:19]#[C:20][C:21]([CH3:30])([CH3:29])[C:22]([O:24]CCCC)=[O:23])=[CH:15][CH:14]=2)[CH3:12])[CH2:6][CH2:5]1.O[Li].O, predict the reaction product. The product is: [OH:1][C:2]([CH3:37])([CH3:38])[CH2:3][C@@:4]1([C:31]2[CH:36]=[CH:35][CH:34]=[CH:33][CH:32]=2)[O:9][C:8](=[O:10])[N:7]([C@H:11]([C:13]2[CH:18]=[CH:17][C:16]([C:19]#[C:20][C:21]([CH3:30])([CH3:29])[C:22]([OH:24])=[O:23])=[CH:15][CH:14]=2)[CH3:12])[CH2:6][CH2:5]1. (2) Given the reactants [CH2:1]([O:3][C:4]1[CH:5]=[C:6]2[C:11](=[CH:12][C:13]=1[O:14][CH2:15][CH3:16])[N:10]=[CH:9][C:8]([C:17]#[N:18])=[C:7]2[CH3:19])[CH3:2].[Li+].C[Si]([N-][Si](C)(C)C)(C)C.[C:30](OC)(=[O:37])[C:31]1[CH:36]=[CH:35][CH:34]=[N:33][CH:32]=1, predict the reaction product. The product is: [CH2:1]([O:3][C:4]1[CH:5]=[C:6]2[C:11](=[CH:12][C:13]=1[O:14][CH2:15][CH3:16])[N:10]=[CH:9][C:8]([C:17]#[N:18])=[C:7]2[CH2:19][C:30]([C:31]1[CH:32]=[N:33][CH:34]=[CH:35][CH:36]=1)=[O:37])[CH3:2]. (3) Given the reactants F[C:2]1[CH:9]=[CH:8][C:7]([CH:10]=[O:11])=[CH:6][C:3]=1[C:4]#[N:5].[Cl:12][C:13]1[CH:14]=[C:15]([OH:20])[CH:16]=[CH:17][C:18]=1[F:19], predict the reaction product. The product is: [Cl:12][C:13]1[CH:14]=[C:15]([CH:16]=[CH:17][C:18]=1[F:19])[O:20][C:2]1[CH:9]=[CH:8][C:7]([CH:10]=[O:11])=[CH:6][C:3]=1[C:4]#[N:5]. (4) Given the reactants [N:1]([CH2:4][CH:5]([F:29])[CH2:6][C@H:7]([N:18]1[C:26](=[O:27])[C:25]2[C:20](=[CH:21][CH:22]=[CH:23][CH:24]=2)[C:19]1=[O:28])[C:8]([O:10]CC1C=CC=CC=1)=[O:9])=[N+]=[N-], predict the reaction product. The product is: [NH2:1][CH2:4][CH:5]([F:29])[CH2:6][C@H:7]([N:18]1[C:26](=[O:27])[C:25]2[C:20](=[CH:21][CH:22]=[CH:23][CH:24]=2)[C:19]1=[O:28])[C:8]([OH:10])=[O:9]. (5) Given the reactants [Si]([O:8][CH2:9][CH2:10][N:11]([C:22]1[CH:27]=[CH:26][C:25]([N:28]2[CH2:32][CH2:31][N:30]([CH2:33][C:34]([O:36][CH2:37][CH3:38])=[O:35])[C:29]2=[O:39])=[C:24]([O:40][C:41]([F:44])([F:43])[F:42])[CH:23]=1)[C:12]([C:14]1[C:15](Cl)=[N:16][CH:17]=[N:18][C:19]=1[Cl:20])=[O:13])(C(C)(C)C)(C)C.NC1C2C(=O)N(C3C=CC(C4C=NN(CCC(OCC)=O)C=4)=C(F)C=3)CCOC=2N=CN=1.C([O-])([O-])=O.[Cs+].[Cs+].CC(C1C=C(C(C)C)C(C2C=CC=CC=2P(C2CCCCC2)C2CCCCC2)=C(C(C)C)C=1)C, predict the reaction product. The product is: [Cl:20][C:19]1[C:14]2[C:12](=[O:13])[N:11]([C:22]3[CH:27]=[CH:26][C:25]([N:28]4[CH2:32][CH2:31][N:30]([CH2:33][C:34]([O:36][CH2:37][CH3:38])=[O:35])[C:29]4=[O:39])=[C:24]([O:40][C:41]([F:43])([F:44])[F:42])[CH:23]=3)[CH2:10][CH2:9][O:8][C:15]=2[N:16]=[CH:17][N:18]=1. (6) Given the reactants [CH2:1]([N:12]([CH2:17][C:18]([OH:20])=[O:19])[CH2:13][C:14]([OH:16])=[O:15])[CH2:2][N:3]([CH2:8][C:9]([OH:11])=[O:10])[CH2:4][C:5]([OH:7])=[O:6].[OH-].[K+:22].C(N(CC(O)=O)CC(O)=O)CN(CC(O)=O)CC(O)=O.[K].[K].[K], predict the reaction product. The product is: [CH2:2]([N:3]([CH2:8][C:9]([O-:11])=[O:10])[CH2:4][C:5]([OH:7])=[O:6])[CH2:1][N:12]([CH2:17][C:18]([O-:20])=[O:19])[CH2:13][C:14]([O-:16])=[O:15].[K+:22].[K+:22].[K+:22]. (7) Given the reactants [Br:1][C:2]1[C:3](/[CH:10]=[CH:11]/[C:12]([O:14][CH2:15][CH3:16])=[O:13])=[CH:4][C:5]([O:8][CH3:9])=[N:6][CH:7]=1, predict the reaction product. The product is: [Br:1][C:2]1[C:3]([CH2:10][CH2:11][C:12]([O:14][CH2:15][CH3:16])=[O:13])=[CH:4][C:5]([O:8][CH3:9])=[N:6][CH:7]=1. (8) Given the reactants [Cl:1][C:2]1[CH:20]=[C:19]([Cl:21])[CH:18]=[CH:17][C:3]=1[CH2:4][N:5]([CH3:16])[CH2:6][CH:7]([C:9]1[CH:14]=[CH:13][C:12]([Br:15])=[CH:11][CH:10]=1)O.OS(O)(=O)=O, predict the reaction product. The product is: [Br:15][C:12]1[CH:13]=[CH:14][C:9]([CH:7]2[C:17]3[C:3](=[C:2]([Cl:1])[CH:20]=[C:19]([Cl:21])[CH:18]=3)[CH2:4][N:5]([CH3:16])[CH2:6]2)=[CH:10][CH:11]=1. (9) Given the reactants Cl[C:2]1[N:3]=[C:4]([N:22]2[CH2:27][CH2:26][O:25][CH2:24][CH2:23]2)[C:5]2[S:10][C:9]([CH2:11][N:12]3[CH2:17][CH2:16][N:15]([S:18]([CH3:21])(=[O:20])=[O:19])[CH2:14][CH2:13]3)=[CH:8][C:6]=2[N:7]=1.[CH3:28][O:29][C:30]1[CH:31]=[N:32][CH:33]=[C:34](B2OC(C)(C)C(C)(C)O2)[CH:35]=1, predict the reaction product. The product is: [CH3:28][O:29][C:30]1[CH:35]=[C:34]([C:2]2[N:3]=[C:4]([N:22]3[CH2:27][CH2:26][O:25][CH2:24][CH2:23]3)[C:5]3[S:10][C:9]([CH2:11][N:12]4[CH2:17][CH2:16][N:15]([S:18]([CH3:21])(=[O:20])=[O:19])[CH2:14][CH2:13]4)=[CH:8][C:6]=3[N:7]=2)[CH:33]=[N:32][CH:31]=1.